Dataset: Forward reaction prediction with 1.9M reactions from USPTO patents (1976-2016). Task: Predict the product of the given reaction. (1) Given the reactants Br[C:2]1[CH:9]=[CH:8][C:5]([C:6]#[N:7])=[CH:4][CH:3]=1.[CH3:10][C:11]1[N:12]=[CH:13][S:14][CH:15]=1.C([O-])(=O)C.[K+], predict the reaction product. The product is: [CH3:10][C:11]1[N:12]=[CH:13][S:14][C:15]=1[C:2]1[CH:9]=[CH:8][C:5]([C:6]#[N:7])=[CH:4][CH:3]=1. (2) Given the reactants C([O:5][C:6](=[O:45])[CH:7]([O:27][C:28](=[O:44])[C@H:29]([CH:41]([CH3:43])[CH3:42])[NH:30][C:31]([O:33][CH2:34][C:35]1[CH:40]=[CH:39][CH:38]=[CH:37][CH:36]=1)=[O:32])[CH2:8][O:9][C:10](=[O:26])[C@H:11]([CH:23]([CH3:25])[CH3:24])[NH:12][C:13]([O:15][CH2:16][C:17]1[CH:22]=[CH:21][CH:20]=[CH:19][CH:18]=1)=[O:14])(C)(C)C, predict the reaction product. The product is: [C:31]([NH:30][C@H:29]([C:28]([O:27][CH:7]([CH2:8][O:9][C:10](=[O:26])[C@H:11]([CH:23]([CH3:25])[CH3:24])[NH:12][C:13]([O:15][CH2:16][C:17]1[CH:22]=[CH:21][CH:20]=[CH:19][CH:18]=1)=[O:14])[C:6]([OH:45])=[O:5])=[O:44])[CH:41]([CH3:42])[CH3:43])([O:33][CH2:34][C:35]1[CH:36]=[CH:37][CH:38]=[CH:39][CH:40]=1)=[O:32]. (3) Given the reactants [OH-].[Na+].C[O:4][CH:5]([O:8]C)OC.[C:10]1([CH2:16][CH2:17][CH2:18][O:19][C:20]2[CH:25]=[CH:24][C:23](/[C:26](/[CH3:30])=[CH:27]/[CH:28]=O)=[CH:22][CH:21]=2)[CH:15]=[CH:14][CH:13]=[CH:12][CH:11]=1.[BH4-].[Na+].[ClH:33].[NH3:34].O1[CH2:39][CH2:38]CC1, predict the reaction product. The product is: [ClH:33].[C:10]1([CH2:16][CH2:17][CH2:18][O:19][C:20]2[CH:25]=[CH:24][C:23](/[C:26](/[CH3:30])=[CH:27]/[CH2:28][NH:34][CH2:38][CH2:39][C:5]([OH:8])=[O:4])=[CH:22][CH:21]=2)[CH:15]=[CH:14][CH:13]=[CH:12][CH:11]=1. (4) Given the reactants Cl[C:2]1[N:3]([C:13]2[CH:18]=[CH:17][CH:16]=[C:15]([O:19][CH2:20][CH3:21])[CH:14]=2)[C:4]2[C:9]([C:10]=1[CH:11]=[O:12])=[CH:8][CH:7]=[CH:6][CH:5]=2.[NH:22]1[CH2:27][CH2:26][NH:25][CH2:24][CH2:23]1, predict the reaction product. The product is: [CH2:20]([O:19][C:15]1[CH:14]=[C:13]([N:3]2[C:4]3[C:9](=[CH:8][CH:7]=[CH:6][CH:5]=3)[C:10]([CH:11]=[O:12])=[C:2]2[N:22]2[CH2:27][CH2:26][NH:25][CH2:24][CH2:23]2)[CH:18]=[CH:17][CH:16]=1)[CH3:21].